Dataset: Full USPTO retrosynthesis dataset with 1.9M reactions from patents (1976-2016). Task: Predict the reactants needed to synthesize the given product. (1) Given the product [F:1][C:2]1[C:3]([NH:16][C:17]2[CH:22]=[CH:21][C:20]([C:28]#[C:27][C:26]([OH:31])([CH3:25])[CH2:29][CH3:30])=[CH:19][C:18]=2[F:24])=[C:4]([CH:12]=[CH:13][C:14]=1[F:15])[C:5]([NH:7][O:8][CH2:9][CH2:10][OH:11])=[O:6], predict the reactants needed to synthesize it. The reactants are: [F:1][C:2]1[C:3]([NH:16][C:17]2[CH:22]=[CH:21][C:20](I)=[CH:19][C:18]=2[F:24])=[C:4]([CH:12]=[CH:13][C:14]=1[F:15])[C:5]([NH:7][O:8][CH2:9][CH2:10][OH:11])=[O:6].[CH3:25][C:26]([OH:31])([CH2:29][CH3:30])[C:27]#[CH:28]. (2) Given the product [Cl:19][C:14]1[CH:13]=[C:12]([C:7]2[C:5]3[N:6]=[C:2]([NH:35][CH:32]4[CH2:33][CH2:34][N:29]([C:27]5[CH:26]=[CH:25][N:24]=[C:23]([Cl:22])[CH:28]=5)[CH2:30][CH2:31]4)[S:3][C:4]=3[CH:10]=[C:9]([CH3:11])[CH:8]=2)[CH:17]=[CH:16][C:15]=1[F:18], predict the reactants needed to synthesize it. The reactants are: Br[C:2]1[S:3][C:4]2[CH:10]=[C:9]([CH3:11])[CH:8]=[C:7]([C:12]3[CH:17]=[CH:16][C:15]([F:18])=[C:14]([Cl:19])[CH:13]=3)[C:5]=2[N:6]=1.Cl.Cl.[Cl:22][C:23]1[CH:28]=[C:27]([N:29]2[CH2:34][CH2:33][CH:32]([NH2:35])[CH2:31][CH2:30]2)[CH:26]=[CH:25][N:24]=1.C(N(CC)CC)C.